Predict the reactants needed to synthesize the given product. From a dataset of Full USPTO retrosynthesis dataset with 1.9M reactions from patents (1976-2016). Given the product [CH3:1][S:2]([N:11]1[CH2:12][CH:13]([NH:14][C:15](=[O:21])[O:16][C:17]([CH3:19])([CH3:18])[CH3:20])[C:9]2([CH2:8][CH2:7][CH2:6]2)[CH2:10]1)(=[O:4])=[O:3], predict the reactants needed to synthesize it. The reactants are: [CH3:1][S:2](Cl)(=[O:4])=[O:3].[CH2:6]1[C:9]2([CH:13]([NH:14][C:15](=[O:21])[O:16][C:17]([CH3:20])([CH3:19])[CH3:18])[CH2:12][NH:11][CH2:10]2)[CH2:8][CH2:7]1.C(N(CC)CC)C.